This data is from NCI-60 drug combinations with 297,098 pairs across 59 cell lines. The task is: Regression. Given two drug SMILES strings and cell line genomic features, predict the synergy score measuring deviation from expected non-interaction effect. (1) Cell line: HOP-62. Synergy scores: CSS=-1.65, Synergy_ZIP=-1.61, Synergy_Bliss=-11.7, Synergy_Loewe=-4.42, Synergy_HSA=-17.6. Drug 1: CC1=C(C(CCC1)(C)C)C=CC(=CC=CC(=CC(=O)O)C)C. Drug 2: CCC(=C(C1=CC=CC=C1)C2=CC=C(C=C2)OCCN(C)C)C3=CC=CC=C3.C(C(=O)O)C(CC(=O)O)(C(=O)O)O. (2) Drug 2: C1=CC(=CC=C1CCC2=CNC3=C2C(=O)NC(=N3)N)C(=O)NC(CCC(=O)O)C(=O)O. Synergy scores: CSS=47.7, Synergy_ZIP=0.197, Synergy_Bliss=1.59, Synergy_Loewe=-0.00172, Synergy_HSA=4.34. Cell line: SF-539. Drug 1: COC1=C(C=C2C(=C1)N=CN=C2NC3=CC(=C(C=C3)F)Cl)OCCCN4CCOCC4.